From a dataset of Reaction yield outcomes from USPTO patents with 853,638 reactions. Predict the reaction yield, written as a fraction of the theoretical maximum amount of product (1.0 means a 100% yield; for example, 0.34 means a 34% yield). The reactants are [F:1][C:2]1[CH:3]=[N:4][C:5]([Cl:8])=[N:6][CH:7]=1.[C:9](OOC(=O)C1C=CC=CC=1)(=[O:16])C1C=CC=CC=1.FC(F)(F)C(O)=O. The catalyst is CO. The product is [Cl:8][C:5]1[N:6]=[C:7]([CH2:9][OH:16])[C:2]([F:1])=[CH:3][N:4]=1. The yield is 0.250.